Task: Predict the product of the given reaction.. Dataset: Forward reaction prediction with 1.9M reactions from USPTO patents (1976-2016) Given the reactants [CH2:1]([O:3][C:4]([C:6]1([NH:15][C:16](=[O:25])[C:17]2[CH:22]=[CH:21][CH:20]=[C:19]([CH3:23])[C:18]=2[OH:24])[CH2:14][C:13]2[C:8](=[CH:9][CH:10]=[CH:11][CH:12]=2)[CH2:7]1)=[O:5])[CH3:2].C([O-])([O-])=O.[K+].[K+].[CH2:32](Br)[C:33]#[CH:34].C1(C)C=CC=CC=1, predict the reaction product. The product is: [CH2:1]([O:3][C:4]([C:6]1([NH:15][C:16](=[O:25])[C:17]2[CH:22]=[CH:21][CH:20]=[C:19]([CH3:23])[C:18]=2[O:24][CH2:34][C:33]#[CH:32])[CH2:7][C:8]2[C:13](=[CH:12][CH:11]=[CH:10][CH:9]=2)[CH2:14]1)=[O:5])[CH3:2].